From a dataset of Peptide-MHC class II binding affinity with 134,281 pairs from IEDB. Regression. Given a peptide amino acid sequence and an MHC pseudo amino acid sequence, predict their binding affinity value. This is MHC class II binding data. The peptide sequence is LINTIIFLKTNNWHA. The MHC is DRB1_0701 with pseudo-sequence DRB1_0701. The binding affinity (normalized) is 0.409.